From a dataset of Full USPTO retrosynthesis dataset with 1.9M reactions from patents (1976-2016). Predict the reactants needed to synthesize the given product. (1) Given the product [Cl:33][C:27]1[C:26]([CH3:34])=[C:25]([NH:24][C@@H:10]([C:11]2[O:12][C:13]([C:16]3[CH:17]=[CH:18][C:19]([C:22]#[N:23])=[CH:20][CH:21]=3)=[N:14][N:15]=2)[C@@H:9]([OH:8])[CH3:35])[CH:32]=[CH:31][C:28]=1[C:29]#[N:30], predict the reactants needed to synthesize it. The reactants are: [Si]([O:8][C@@H:9]([CH3:35])[C@@H:10]([NH:24][C:25]1[CH:32]=[CH:31][C:28]([C:29]#[N:30])=[C:27]([Cl:33])[C:26]=1[CH3:34])[C:11]1[O:12][C:13]([C:16]2[CH:21]=[CH:20][C:19]([C:22]#[N:23])=[CH:18][CH:17]=2)=[N:14][N:15]=1)(C(C)(C)C)(C)C.C1COCC1.[F-].C([N+](CCCC)(CCCC)CCCC)CCC. (2) The reactants are: [CH2:1]([O:3][C:4]1[CH:5]=[C:6]([CH:9]=[C:10]([O:15][CH2:16][CH3:17])[C:11]=1[S:12]([CH3:14])=[O:13])[CH:7]=[O:8])[CH3:2].[OH:18]O.O. Given the product [CH2:1]([O:3][C:4]1[CH:5]=[C:6]([CH:9]=[C:10]([O:15][CH2:16][CH3:17])[C:11]=1[S:12]([CH3:14])(=[O:18])=[O:13])[CH:7]=[O:8])[CH3:2], predict the reactants needed to synthesize it. (3) Given the product [F:8][C:9]1[CH:14]=[CH:13][CH:12]=[C:11]([F:15])[C:10]=1[C@H:16]1[CH2:22][N:21]2[C:23]([C:26]3([C:29]([F:30])([F:31])[F:32])[CH2:28][CH2:27]3)=[CH:24][N:25]=[C:20]2[C@H:19]([NH:33][C:35]([N:58]2[CH2:59][CH2:60][CH:55]([C:50]3[C:51](=[O:54])[NH:52][N:53]=[C:48]([CH3:47])[CH:49]=3)[CH2:56][CH2:57]2)=[O:36])[CH2:18][CH2:17]1, predict the reactants needed to synthesize it. The reactants are: C(N(CC)CC)C.[F:8][C:9]1[CH:14]=[CH:13][CH:12]=[C:11]([F:15])[C:10]=1[C@H:16]1[CH2:22][N:21]2[C:23]([C:26]3([C:29]([F:32])([F:31])[F:30])[CH2:28][CH2:27]3)=[CH:24][N:25]=[C:20]2[C@H:19]([NH2:33])[CH2:18][CH2:17]1.Cl[C:35](OC1C=CC([N+]([O-])=O)=CC=1)=[O:36].[CH3:47][C:48]1[CH:49]=[C:50]([CH:55]2[CH2:60][CH2:59][NH:58][CH2:57][CH2:56]2)[C:51](=[O:54])[NH:52][N:53]=1.C(=O)([O-])[O-].[Na+].[Na+]. (4) Given the product [NH2:1][C:4]1[C:14]([NH2:15])=[CH:13][C:12]2[CH:11]3[CH2:18][CH:7]([CH2:8][N:9]([C:19](=[O:24])[C:20]([F:23])([F:21])[F:22])[CH2:10]3)[C:6]=2[CH:5]=1, predict the reactants needed to synthesize it. The reactants are: [N+:1]([C:4]1[C:14]([N+:15]([O-])=O)=[CH:13][C:12]2[CH:11]3[CH2:18][CH:7]([CH2:8][N:9]([C:19](=[O:24])[C:20]([F:23])([F:22])[F:21])[CH2:10]3)[C:6]=2[CH:5]=1)([O-])=O.C([O-])=O.[NH4+].